This data is from Reaction yield outcomes from USPTO patents with 853,638 reactions. The task is: Predict the reaction yield, written as a fraction of the theoretical maximum amount of product (1.0 means a 100% yield; for example, 0.34 means a 34% yield). The reactants are [S:1]([C:5]1[CH:10]=[CH:9][C:8]([NH:11][C:12]([C:14]2[CH:18]=[C:17]([CH3:19])[N:16]([C:20]3[CH:25]=[CH:24][CH:23]=[CH:22][C:21]=3[C:26]([F:29])([F:28])[F:27])[C:15]=2[CH3:30])=[O:13])=[CH:7][CH:6]=1)(=[O:4])(=[O:3])[NH2:2].C([O-])([O-])=O.[K+].[K+].[CH2:37](I)[CH3:38]. The catalyst is CN(C=O)C. The product is [CH2:37]([NH:2][S:1]([C:5]1[CH:10]=[CH:9][C:8]([NH:11][C:12]([C:14]2[CH:18]=[C:17]([CH3:19])[N:16]([C:20]3[CH:25]=[CH:24][CH:23]=[CH:22][C:21]=3[C:26]([F:28])([F:27])[F:29])[C:15]=2[CH3:30])=[O:13])=[CH:7][CH:6]=1)(=[O:3])=[O:4])[CH3:38]. The yield is 0.190.